From a dataset of Reaction yield outcomes from USPTO patents with 853,638 reactions. Predict the reaction yield, written as a fraction of the theoretical maximum amount of product (1.0 means a 100% yield; for example, 0.34 means a 34% yield). (1) The reactants are Br.Br[CH2:3][C:4]1[N:5]=[C:6]2[C:11](=[N:12][CH:13]=1)[N:10]=[C:9]([NH2:14])[N:8]=[C:7]2[NH2:15].[NH2:16][CH2:17][C:18]12[CH2:27][CH:22]3[CH2:23][CH:24]([CH2:26][CH:20]([CH2:21]3)[CH2:19]1)[CH2:25]2.C(=O)(O)[O-]. The catalyst is CN(C)C(=O)C. The product is [C:18]12([CH2:17][NH:16][CH2:3][C:4]3[N:5]=[C:6]4[C:11](=[N:12][CH:13]=3)[N:10]=[C:9]([NH2:14])[N:8]=[C:7]4[NH2:15])[CH2:25][CH:24]3[CH2:23][CH:22]([CH2:21][CH:20]([CH2:26]3)[CH2:19]1)[CH2:27]2. The yield is 0.400. (2) The reactants are Br[C:2]1[C:6]([Br:7])=[C:5]([N:8]2[CH2:13][CH2:12][O:11][CH2:10][CH2:9]2)[S:4][C:3]=1[C:14]([O:16][CH2:17][CH3:18])=[O:15].[Cl-].[Cl:20][C:21]1[CH:22]=[C:23]([CH:26]=[CH:27][C:28]=1[Cl:29])[CH2:24][Zn+].C1COCC1. The catalyst is C1C=CC([P]([Pd]([P](C2C=CC=CC=2)(C2C=CC=CC=2)C2C=CC=CC=2)([P](C2C=CC=CC=2)(C2C=CC=CC=2)C2C=CC=CC=2)[P](C2C=CC=CC=2)(C2C=CC=CC=2)C2C=CC=CC=2)(C2C=CC=CC=2)C2C=CC=CC=2)=CC=1. The product is [Br:7][C:6]1[C:2]([CH2:24][C:23]2[CH:26]=[CH:27][C:28]([Cl:29])=[C:21]([Cl:20])[CH:22]=2)=[C:3]([C:14]([O:16][CH2:17][CH3:18])=[O:15])[S:4][C:5]=1[N:8]1[CH2:13][CH2:12][O:11][CH2:10][CH2:9]1. The yield is 0.500. (3) The reactants are [OH:1][C:2]1[CH:7]=[C:6]([Cl:8])[CH:5]=[CH:4][C:3]=1[C:9]1[O:10][C:11]([CH:26]([CH3:28])[CH3:27])=[C:12]([CH2:14][CH2:15][C:16]([C:18]2[CH:23]=[CH:22][C:21]([OH:24])=[C:20]([CH3:25])[CH:19]=2)=[O:17])[N:13]=1.C(=O)([O-])[O-].[K+].[K+].Br[CH2:36][C:37]([O:39][CH2:40][CH3:41])=[O:38]. The catalyst is CC(C)=O. The product is [C:37]([O:39][CH2:40][CH2:41][O:24][C:21]1[CH:22]=[CH:23][C:18]([C:16](=[O:17])[CH2:15][CH2:14][C:12]2[N:13]=[C:9]([C:3]3[CH:4]=[CH:5][C:6]([Cl:8])=[CH:7][C:2]=3[OH:1])[O:10][C:11]=2[CH:26]([CH3:28])[CH3:27])=[CH:19][C:20]=1[CH3:25])(=[O:38])[CH3:36]. The yield is 0.690. (4) The reactants are Cl.[N:2]1([CH2:7][C:8]([OH:10])=O)[CH:6]=[N:5][CH:4]=[N:3]1.[F:11][C:12]1[CH:41]=[CH:40][C:15]([O:16][C:17]2[CH:22]=[CH:21][C:20]([NH:23][C:24]([C@@H:26]3[CH2:30][C@@H:29]([CH2:31][C:32]4[CH:37]=[CH:36][CH:35]=[C:34]([O:38][CH3:39])[CH:33]=4)[CH2:28][NH:27]3)=[O:25])=[CH:19][CH:18]=2)=[CH:14][CH:13]=1. No catalyst specified. The product is [N:2]1([CH2:7][C:8]([N:27]2[CH2:28][C@H:29]([CH2:31][C:32]3[CH:37]=[CH:36][CH:35]=[C:34]([O:38][CH3:39])[CH:33]=3)[CH2:30][C@H:26]2[C:24]([NH:23][C:20]2[CH:21]=[CH:22][C:17]([O:16][C:15]3[CH:14]=[CH:13][C:12]([F:11])=[CH:41][CH:40]=3)=[CH:18][CH:19]=2)=[O:25])=[O:10])[CH:6]=[N:5][CH:4]=[N:3]1. The yield is 0.820. (5) The reactants are [NH2:1][C:2]1[NH:3][C:4](=[O:13])[C:5]2[N:11]=[C:10]([Cl:12])[CH:9]=[CH:8][C:6]=2[N:7]=1.[C:14](OC(=O)C)(=[O:16])[CH3:15]. No catalyst specified. The product is [C:14]([NH:1][C:2]1[NH:3][C:4](=[O:13])[C:5]2[N:11]=[C:10]([Cl:12])[CH:9]=[CH:8][C:6]=2[N:7]=1)(=[O:16])[CH3:15]. The yield is 0.850. (6) The reactants are [C:1]([O:4][C:5](=[O:7])[CH3:6])(=O)[CH3:2].[CH3:8][C:9]1C(C)=[N+:13]([O-])[C:12]([C:17]#[N:18])=[CH:11][CH:10]=1.C(=O)(O)[O-].[Na+]. No catalyst specified. The product is [C:5]([O:4][CH2:1][C:2]1[C:9]([CH3:8])=[CH:10][CH:11]=[C:12]([C:17]#[N:18])[N:13]=1)(=[O:7])[CH3:6]. The yield is 0.670. (7) The reactants are [C:1]([C:4]1([C:10]2[C:18]3[C:13](=[CH:14][CH:15]=[C:16]([NH:19][C:20]([C:22]4[CH:27]=[CH:26][C:25]([N+:28]([O-])=O)=[CH:24][CH:23]=4)=[O:21])[CH:17]=3)[NH:12][N:11]=2)[CH:9]=[CH:8][CH:7]=[CH:6][CH2:5]1)(=[O:3])[CH3:2]. The yield is 0.940. The catalyst is [Pd].C(OCC)(=O)C. The product is [C:1]([C:4]1([C:10]2[C:18]3[C:13](=[CH:14][CH:15]=[C:16]([NH:19][C:20]([C:22]4[CH:23]=[CH:24][C:25]([NH2:28])=[CH:26][CH:27]=4)=[O:21])[CH:17]=3)[NH:12][N:11]=2)[CH:5]=[CH:6][CH:7]=[CH:8][CH2:9]1)(=[O:3])[CH3:2]. (8) The reactants are [NH2:1][C:2]1[CH:7]=[CH:6][C:5]([C:8]2[N:9]=[C:10]([N:22]3[CH2:27][CH2:26][O:25][CH2:24][C@@H:23]3[CH3:28])[C:11]3[CH2:16][N:15]([C:17]([O:19][CH2:20][CH3:21])=[O:18])[CH2:14][C:12]=3[N:13]=2)=[C:4]([F:29])[CH:3]=1.[CH2:30]([N:32]=[C:33]=[O:34])[CH3:31]. No catalyst specified. The product is [CH2:20]([O:19][C:17]([N:15]1[CH2:16][C:11]2[C:10]([N:22]3[CH2:27][CH2:26][O:25][CH2:24][C@@H:23]3[CH3:28])=[N:9][C:8]([C:5]3[CH:6]=[CH:7][C:2]([NH:1][C:33]([NH:32][CH2:30][CH3:31])=[O:34])=[CH:3][C:4]=3[F:29])=[N:13][C:12]=2[CH2:14]1)=[O:18])[CH3:21]. The yield is 0.340. (9) The reactants are [C:1]([C:4]1[N:5]=[C:6]([C:29]2[C:34]([F:35])=[CH:33][CH:32]=[CH:31][C:30]=2[F:36])[O:7][C:8]=1[C:9]1[CH:28]=[CH:27][C:12]([CH2:13][N:14]2[CH2:19][CH2:18][N:17](C(OC(C)(C)C)=O)[CH2:16][CH2:15]2)=[CH:11][CH:10]=1)(=[O:3])[NH2:2].Cl.O1CCOCC1.C([O-])=O. The catalyst is C(Cl)Cl. The product is [F:35][C:34]1[CH:33]=[CH:32][CH:31]=[C:30]([F:36])[C:29]=1[C:6]1[O:7][C:8]([C:9]2[CH:10]=[CH:11][C:12]([CH2:13][N:14]3[CH2:15][CH2:16][NH:17][CH2:18][CH2:19]3)=[CH:27][CH:28]=2)=[C:4]([C:1]([NH2:2])=[O:3])[N:5]=1. The yield is 0.500.